Dataset: Reaction yield outcomes from USPTO patents with 853,638 reactions. Task: Predict the reaction yield, written as a fraction of the theoretical maximum amount of product (1.0 means a 100% yield; for example, 0.34 means a 34% yield). (1) The reactants are [N+:1]([C:4]1[CH:5]=[N:6][NH:7][CH:8]=1)([O-:3])=[O:2].[C:9]([O:13][C:14](O[C:14]([O:13][C:9]([CH3:12])([CH3:11])[CH3:10])=[O:15])=[O:15])([CH3:12])([CH3:11])[CH3:10]. The catalyst is CN(C)C1C=CN=CC=1.C(Cl)Cl. The product is [N+:1]([C:4]1[CH:5]=[N:6][N:7]([C:14]([O:13][C:9]([CH3:12])([CH3:11])[CH3:10])=[O:15])[CH:8]=1)([O-:3])=[O:2]. The yield is 1.00. (2) The reactants are [Cl-].[Al+3].[Cl-].[Cl-].[Cl:5][CH2:6][CH2:7][CH2:8][C:9](Cl)=[O:10].[C:12]1([CH:18]([CH3:20])[CH3:19])[CH:17]=[CH:16][CH:15]=[CH:14][CH:13]=1. The catalyst is C(Cl)Cl. The product is [Cl:5][CH2:6][CH2:7][CH2:8][C:9]([C:15]1[CH:16]=[CH:17][C:12]([CH:18]([CH3:20])[CH3:19])=[CH:13][CH:14]=1)=[O:10]. The yield is 0.860. (3) The reactants are [CH3:1][S:2]([N:5]1[CH2:10][CH2:9][O:8][CH2:7][CH2:6]1)(=[O:4])=[O:3].[Li]CCCC.[CH2:16]([CH:18]1[CH:22]([C:23]2[N:27]3[C:28]4[CH:34]=[CH:33][N:32]([CH2:35][O:36][CH2:37][CH2:38][Si:39]([CH3:42])([CH3:41])[CH3:40])[C:29]=4[N:30]=[CH:31][C:26]3=[N:25][N:24]=2)[CH2:21][C:20](=[O:43])[CH2:19]1)[CH3:17]. The catalyst is C1COCC1. The product is [CH2:16]([CH:18]1[CH:22]([C:23]2[N:27]3[C:28]4[CH:34]=[CH:33][N:32]([CH2:35][O:36][CH2:37][CH2:38][Si:39]([CH3:40])([CH3:42])[CH3:41])[C:29]=4[N:30]=[CH:31][C:26]3=[N:25][N:24]=2)[CH2:21][C:20]([CH2:1][S:2]([N:5]2[CH2:10][CH2:9][O:8][CH2:7][CH2:6]2)(=[O:4])=[O:3])([OH:43])[CH2:19]1)[CH3:17]. The yield is 0.340. (4) The reactants are Cl[C:2]1[CH:7]=[C:6]([C:8]2[S:9][CH:10]=[CH:11][N:12]=2)[N:5]=[C:4]([C:13]2[O:14][CH:15]=[CH:16][CH:17]=2)[N:3]=1.[NH2:18][CH2:19][CH:20]1[CH2:22][CH2:21]1.C(=O)([O-])[O-].[Cs+].[Cs+].O. The catalyst is CN(C=O)C. The product is [CH:20]1([CH2:19][NH:18][C:2]2[CH:7]=[C:6]([C:8]3[S:9][CH:10]=[CH:11][N:12]=3)[N:5]=[C:4]([C:13]3[O:14][CH:15]=[CH:16][CH:17]=3)[N:3]=2)[CH2:22][CH2:21]1. The yield is 0.810. (5) The yield is 0.260. The product is [Cl:1][C:2]1[CH:3]=[C:4]2[C:8](=[CH:9][CH:10]=1)[NH:7][CH:6]=[C:5]2[CH2:11][CH2:12][NH:13][C:14]([C:15]1[C:16]([C:27]2[CH:28]=[CH:29][C:24]([OH:23])=[CH:25][CH:26]=2)=[CH:17][CH:18]=[CH:19][CH:20]=1)=[O:22]. The catalyst is C(COC)OC.O.C1C=CC([P]([Pd]([P](C2C=CC=CC=2)(C2C=CC=CC=2)C2C=CC=CC=2)([P](C2C=CC=CC=2)(C2C=CC=CC=2)C2C=CC=CC=2)[P](C2C=CC=CC=2)(C2C=CC=CC=2)C2C=CC=CC=2)(C2C=CC=CC=2)C2C=CC=CC=2)=CC=1. The reactants are [Cl:1][C:2]1[CH:3]=[C:4]2[C:8](=[CH:9][CH:10]=1)[NH:7][CH:6]=[C:5]2[CH2:11][CH2:12][NH:13][C:14](=[O:22])[C:15]1[CH:20]=[CH:19][CH:18]=[CH:17][C:16]=1I.[OH:23][C:24]1[CH:29]=[CH:28][C:27](B(O)O)=[CH:26][CH:25]=1.C(=O)([O-])[O-].[Na+].[Na+].